The task is: Predict hERG channel inhibition at various concentrations.. This data is from hERG Central: cardiac toxicity at 1µM, 10µM, and general inhibition. (1) The drug is Nc1nc2ccccc2n1CCOc1ccc(Cl)cc1. Results: hERG_inhib (hERG inhibition (general)): blocker. (2) The molecule is COc1cc(C(=O)NCC2(N3CCCCC3)CCCCC2)ccc1OC(F)F. Results: hERG_inhib (hERG inhibition (general)): blocker. (3) The compound is COc1cc(C(=O)NCC2(N3CCOCC3)CCCCC2)ccc1OCC(C)C. Results: hERG_inhib (hERG inhibition (general)): blocker. (4) The molecule is COc1ccc(C(=O)c2cc([N+](=O)[O-])ccc2N2CCN(C)CC2)cc1. Results: hERG_inhib (hERG inhibition (general)): blocker. (5) The compound is COCCc1ncc(CN2CCCC(C(=O)Nc3cccc(-c4cccc(C)c4)c3)C2)cn1. Results: hERG_inhib (hERG inhibition (general)): blocker.